From a dataset of Forward reaction prediction with 1.9M reactions from USPTO patents (1976-2016). Predict the product of the given reaction. (1) Given the reactants Cl[C:2]1[N:10]=[C:9]([CH3:11])[N:8]=[C:7]2[C:3]=1[N:4]=[CH:5][N:6]2[CH:12]1[CH2:17][CH2:16][CH2:15][CH2:14][O:13]1.[O:18]1[CH2:22][CH2:21][O:20][CH:19]1[C:23]1[CH:24]=[C:25](B(O)O)[C:26]([F:29])=[N:27][CH:28]=1.C([O-])(=O)C.[K+], predict the reaction product. The product is: [O:18]1[CH2:22][CH2:21][O:20][CH:19]1[C:23]1[CH:24]=[C:25]([C:2]2[N:10]=[C:9]([CH3:11])[N:8]=[C:7]3[C:3]=2[N:4]=[CH:5][N:6]3[CH:12]2[CH2:17][CH2:16][CH2:15][CH2:14][O:13]2)[C:26]([F:29])=[N:27][CH:28]=1. (2) Given the reactants [Cl:1][C:2]1[CH:7]=[CH:6][C:5]([N:8]2[CH:12]=[C:11]([CH:13]([CH:15]3[CH2:20][CH2:19][CH2:18][CH2:17][CH2:16]3)O)[C:10]([CH3:21])=[N:9]2)=[CH:4][CH:3]=1.[NH2:22][C:23]1[CH:28]=[CH:27][C:26]([C:29]([N:31]([CH3:39])[CH2:32][CH2:33][C:34]([O:36]CC)=[O:35])=[O:30])=[CH:25][CH:24]=1, predict the reaction product. The product is: [Cl:1][C:2]1[CH:7]=[CH:6][C:5]([N:8]2[CH:12]=[C:11]([CH:13]([NH:22][C:23]3[CH:24]=[CH:25][C:26]([C:29]([N:31]([CH3:39])[CH2:32][CH2:33][C:34]([OH:36])=[O:35])=[O:30])=[CH:27][CH:28]=3)[CH:15]3[CH2:20][CH2:19][CH2:18][CH2:17][CH2:16]3)[C:10]([CH3:21])=[N:9]2)=[CH:4][CH:3]=1. (3) Given the reactants [N:1]1[CH:6]=[CH:5][CH:4]=[CH:3][C:2]=1[S:7][C:8]1[CH:9]=[C:10]([O:16][C:17]2[C:18]([CH3:24])=[N:19][N:20]([CH3:23])[C:21]=2[CH3:22])[C:11]([C:14]#[N:15])=[N:12][CH:13]=1.S(=O)(=O)(O)[OH:26].[OH-].[Na+], predict the reaction product. The product is: [N:1]1[CH:6]=[CH:5][CH:4]=[CH:3][C:2]=1[S:7][C:8]1[CH:9]=[C:10]([O:16][C:17]2[C:18]([CH3:24])=[N:19][N:20]([CH3:23])[C:21]=2[CH3:22])[C:11]([C:14]([NH2:15])=[O:26])=[N:12][CH:13]=1. (4) Given the reactants Br[C:2]1[C:3](=[O:9])[CH2:4][CH2:5][C:6]=1[O:7][CH3:8].[C:10]([C:14]1[CH:19]=[CH:18][C:17](B(O)O)=[CH:16][CH:15]=1)([CH3:13])([CH3:12])[CH3:11].ClCCl.C([O-])([O-])=O.[K+].[K+], predict the reaction product. The product is: [C:10]([C:14]1[CH:19]=[CH:18][C:17]([C:2]2[C:3](=[O:9])[CH2:4][CH2:5][C:6]=2[O:7][CH3:8])=[CH:16][CH:15]=1)([CH3:13])([CH3:12])[CH3:11]. (5) Given the reactants ClC1C=CC2N3C=CC=C3[C@@H](CCN3C=C(C(O)=O)N=N3)O[C@H](C3C=CC=C(OC)C=3OC)C=2C=1.[Cl:36][C:37]1[CH:38]=[CH:39][C:40]2[N:46]3[CH:47]=[CH:48][CH:49]=[C:45]3[C@@H:44]([CH2:50][CH2:51][N:52]3[CH:56]=[C:55]([CH2:57][O:58][C:59]([CH3:65])([CH3:64])[C:60]([O:62]C)=[O:61])[N:54]=[N:53]3)[O:43][C@H:42]([C:66]3[CH:71]=[CH:70][CH:69]=[C:68]([O:72][CH3:73])[C:67]=3[O:74][CH3:75])[C:41]=2[CH:76]=1.C(=O)([O-])[O-].[K+].[K+], predict the reaction product. The product is: [Cl:36][C:37]1[CH:38]=[CH:39][C:40]2[N:46]3[CH:47]=[CH:48][CH:49]=[C:45]3[C@@H:44]([CH2:50][CH2:51][N:52]3[CH:56]=[C:55]([CH2:57][O:58][C:59]([CH3:64])([CH3:65])[C:60]([OH:62])=[O:61])[N:54]=[N:53]3)[O:43][C@H:42]([C:66]3[CH:71]=[CH:70][CH:69]=[C:68]([O:72][CH3:73])[C:67]=3[O:74][CH3:75])[C:41]=2[CH:76]=1.